Task: Predict the product of the given reaction.. Dataset: Forward reaction prediction with 1.9M reactions from USPTO patents (1976-2016) (1) The product is: [CH3:16][O:18][C:19]1[CH:21]=[C:26](/[C:27](=[CH:42]/[C:39]2[NH:36][CH:37]=[CH:38][CH:40]=2)/[C:28]#[N:29])[CH:31]=[CH:30][C:22]=1[O:7][CH3:6]. Given the reactants N1C=CC=C1[CH:6]=[O:7].[C:16](O[C:16]([O:18][C:19]([CH3:22])([CH3:21])C)=O)([O:18][C:19](C)([CH3:22])[CH3:21])=O.CON(OC)[C:26]1[CH:31]=[CH:30][N:29]=[CH:28][CH:27]=1.C([N:36]([CH2:39][CH3:40])[CH2:37][CH3:38])C.Cl[CH2:42]Cl, predict the reaction product. (2) Given the reactants [OH:1][C:2]1([C:6]2[CH:11]=[CH:10][C:9]([C:12]3[N:35](S(C4C=CC=CC=4)(=O)=O)[C:15]4=[N:16][CH:17]=[CH:18][C:19]([C:20]5[CH:21]=[CH:22][C:23]([O:28][CH:29]6[CH2:34][CH2:33][O:32][CH2:31][CH2:30]6)=[C:24]([CH:27]=5)[C:25]#[N:26])=[C:14]4[CH:13]=3)=[CH:8][CH:7]=2)[CH2:5][O:4][CH2:3]1.C(=O)([O-])[O-].[Cs+].[Cs+].FC(F)(F)CO, predict the reaction product. The product is: [OH:1][C:2]1([C:6]2[CH:11]=[CH:10][C:9]([C:12]3[NH:35][C:15]4=[N:16][CH:17]=[CH:18][C:19]([C:20]5[CH:21]=[CH:22][C:23]([O:28][CH:29]6[CH2:34][CH2:33][O:32][CH2:31][CH2:30]6)=[C:24]([CH:27]=5)[C:25]#[N:26])=[C:14]4[CH:13]=3)=[CH:8][CH:7]=2)[CH2:5][O:4][CH2:3]1. (3) Given the reactants [Br:1][C:2]1[CH:3]=[CH:4][C:5]([CH2:8][O:9][C:10]2[CH:15]=[CH:14][NH:13][C:12](=[O:16])[CH:11]=2)=[N:6][CH:7]=1.[C:17]([O:21][C:22]([N:24]1[CH2:33][CH2:32][C:31]2[C:26](=[CH:27][C:28]([CH2:34][CH2:35]OS(C3C=CC(C)=CC=3)(=O)=O)=[CH:29][CH:30]=2)[CH2:25]1)=[O:23])([CH3:20])([CH3:19])[CH3:18], predict the reaction product. The product is: [C:17]([O:21][C:22]([N:24]1[CH2:33][CH2:32][C:31]2[C:26](=[CH:27][C:28]([CH2:34][CH2:35][N:13]3[CH:14]=[CH:15][C:10]([O:9][CH2:8][C:5]4[CH:4]=[CH:3][C:2]([Br:1])=[CH:7][N:6]=4)=[CH:11][C:12]3=[O:16])=[CH:29][CH:30]=2)[CH2:25]1)=[O:23])([CH3:20])([CH3:19])[CH3:18]. (4) Given the reactants [F:1][C:2]1[C:15]2[C:14](=[O:16])[C:13]3[C:8](=[CH:9][CH:10]=[CH:11][CH:12]=3)[S:7][C:6]=2[C:5]([OH:17])=[CH:4][CH:3]=1.C(C1C=C(C)C=C(C(C)(C)C)C=1O)(C)(C)C.FC(F)(F)C(O)=O.[CH:41]([O:43][CH2:44][CH2:45][O:46][CH2:47][CH2:48][O:49][C:50](=[O:53])[CH:51]=[CH2:52])=[CH2:42], predict the reaction product. The product is: [F:1][C:2]1[C:15]2[C:14](=[O:16])[C:13]3[C:8](=[CH:9][CH:10]=[CH:11][CH:12]=3)[S:7][C:6]=2[C:5]([O:17][CH:41]([O:43][CH2:44][CH2:45][O:46][CH2:47][CH2:48][O:49][C:50](=[O:53])[CH:51]=[CH2:52])[CH3:42])=[CH:4][CH:3]=1. (5) The product is: [CH2:4]([C:3]1[CH:15]=[C:12]([N+:9]([O-:11])=[O:10])[CH:13]=[CH:1][C:2]=1[OH:6])[CH3:5]. Given the reactants [CH3:1][C:2](=[O:6])[CH2:3][CH2:4][CH3:5].[OH-].[Na+].[N+:9]([CH:12]([CH:15]=O)[CH:13]=O)([O-:11])=[O:10].Cl, predict the reaction product. (6) Given the reactants O.[NH2:2][NH2:3].C[O:5][C:6](=O)[C:7]([NH:9][C:10]1[CH:27]=[CH:26][C:13]([O:14][C@@H:15]2[CH2:20][CH2:19][C@H:18]([C:21]([O:23][CH2:24][CH3:25])=[O:22])[CH2:17][CH2:16]2)=[CH:12][CH:11]=1)=[O:8], predict the reaction product. The product is: [NH:2]([C:6](=[O:5])[C:7]([NH:9][C:10]1[CH:27]=[CH:26][C:13]([O:14][C@@H:15]2[CH2:20][CH2:19][C@H:18]([C:21]([O:23][CH2:24][CH3:25])=[O:22])[CH2:17][CH2:16]2)=[CH:12][CH:11]=1)=[O:8])[NH2:3]. (7) Given the reactants [O:1]1[C:6]2[CH:7]=[CH:8][C:9]([CH:11]=O)=[CH:10][C:5]=2[O:4][CH2:3][CH2:2]1.[CH3:13][CH:14]([CH3:30])[C:15]([NH:17][C:18]1[CH:23]=[CH:22][CH:21]=[C:20]([CH:24]2[CH2:29][CH2:28][NH:27][CH2:26][CH2:25]2)[CH:19]=1)=[O:16], predict the reaction product. The product is: [O:1]1[C:6]2[CH:7]=[CH:8][C:9]([CH2:11][N:27]3[CH2:28][CH2:29][CH:24]([C:20]4[CH:19]=[C:18]([NH:17][C:15](=[O:16])[CH:14]([CH3:13])[CH3:30])[CH:23]=[CH:22][CH:21]=4)[CH2:25][CH2:26]3)=[CH:10][C:5]=2[O:4][CH2:3][CH2:2]1. (8) Given the reactants FC(F)(F)S(O[C:7]1[C:18]([CH3:19])=[CH:17][C:10]2[N:11]=[C:12]([CH:14]3[CH2:16][CH2:15]3)[S:13][C:9]=2[C:8]=1[Br:20])(=O)=O.[CH2:23](C([Sn])=C(CCCC)CCCC)[CH2:24]CC.[Li+].[Cl-], predict the reaction product. The product is: [Br:20][C:8]1[C:9]2[S:13][C:12]([CH:14]3[CH2:16][CH2:15]3)=[N:11][C:10]=2[CH:17]=[C:18]([CH3:19])[C:7]=1[CH:23]=[CH2:24].